This data is from Full USPTO retrosynthesis dataset with 1.9M reactions from patents (1976-2016). The task is: Predict the reactants needed to synthesize the given product. (1) Given the product [Cl:1][C:2]1[CH:28]=[CH:27][C:5]2[N:6]([CH:11]3[CH2:12][CH2:13][C:14](=[O:26])[N:15]([CH2:17][C:18]4[CH:19]=[CH:20][C:21]([O:24][CH3:25])=[CH:22][CH:23]=4)[CH2:16]3)[C:7]([CH2:9][N:29]3[C:33]4=[CH:34][N:35]=[CH:36][CH:37]=[C:32]4[C:31]4([CH2:38][CH2:39]4)[C:30]3=[O:40])=[N:8][C:4]=2[CH:3]=1, predict the reactants needed to synthesize it. The reactants are: [Cl:1][C:2]1[CH:28]=[CH:27][C:5]2[N:6]([CH:11]3[CH2:16][N:15]([CH2:17][C:18]4[CH:23]=[CH:22][C:21]([O:24][CH3:25])=[CH:20][CH:19]=4)[C:14](=[O:26])[CH2:13][CH2:12]3)[C:7]([CH2:9]Cl)=[N:8][C:4]=2[CH:3]=1.[NH:29]1[C:33]2=[CH:34][N:35]=[CH:36][CH:37]=[C:32]2[C:31]2([CH2:39][CH2:38]2)[C:30]1=[O:40].C(=O)([O-])[O-].[Cs+].[Cs+]. (2) Given the product [O:13]1[CH2:12][CH2:14][N:11]=[C:10]1[C:7]1[CH:8]=[C:9]2[C:4]([CH:3]=[N:2][NH:1]2)=[CH:5][CH:6]=1, predict the reactants needed to synthesize it. The reactants are: [NH:1]1[C:9]2[C:4](=[CH:5][CH:6]=[C:7]([C:10]#[N:11])[CH:8]=2)[CH:3]=[N:2]1.[CH2:12]([CH2:14]N)[OH:13]. (3) The reactants are: [Cl:1][C:2]1[CH:7]=[CH:6][C:5]([C@H:8]2[N:15]3[C:11]([S:12][C:13]([C:19](O)=[O:20])=[C:14]3[CH:16]([CH3:18])[CH3:17])=[N:10][C@:9]2([C:23]2[CH:28]=[CH:27][C:26]([Cl:29])=[CH:25][CH:24]=2)[CH3:22])=[CH:4][CH:3]=1.[OH:30][C@@H:31]1[C@@H:35]([NH:36][CH3:37])[CH2:34][N:33]([C:38]([O:40][C:41]([CH3:44])([CH3:43])[CH3:42])=[O:39])[CH2:32]1. Given the product [Cl:1][C:2]1[CH:3]=[CH:4][C:5]([C@H:8]2[N:15]3[C:11]([S:12][C:13]([C:19]([N:36]([CH3:37])[C@@H:35]4[C@@H:31]([OH:30])[CH2:32][N:33]([C:38]([O:40][C:41]([CH3:43])([CH3:42])[CH3:44])=[O:39])[CH2:34]4)=[O:20])=[C:14]3[CH:16]([CH3:17])[CH3:18])=[N:10][C@:9]2([C:23]2[CH:24]=[CH:25][C:26]([Cl:29])=[CH:27][CH:28]=2)[CH3:22])=[CH:6][CH:7]=1, predict the reactants needed to synthesize it. (4) Given the product [Cl:1][C:2]1[CH:3]=[CH:4][C:5]2[N:11]3[CH:12]=[CH:13][CH:14]=[C:10]3[C@@H:9]([CH2:15][CH:16]([OH:21])[CH2:17][C:18]([N:33]3[CH2:38][CH2:37][CH:36]([CH2:39][C:40]([O:42][CH2:43][CH3:44])=[O:41])[CH2:35][CH2:34]3)=[O:19])[O:8][C@H:7]([C:22]3[CH:27]=[CH:26][CH:25]=[C:24]([O:28][CH3:29])[C:23]=3[O:30][CH3:31])[C:6]=2[CH:32]=1, predict the reactants needed to synthesize it. The reactants are: [Cl:1][C:2]1[CH:3]=[CH:4][C:5]2[N:11]3[CH:12]=[CH:13][CH:14]=[C:10]3[C@@H:9]([CH2:15][CH:16]([OH:21])[CH2:17][C:18](O)=[O:19])[O:8][C@H:7]([C:22]3[CH:27]=[CH:26][CH:25]=[C:24]([O:28][CH3:29])[C:23]=3[O:30][CH3:31])[C:6]=2[CH:32]=1.[NH:33]1[CH2:38][CH2:37][CH:36]([CH2:39][C:40]([O:42][CH2:43][CH3:44])=[O:41])[CH2:35][CH2:34]1.ClC1C=CC2N3C=CC=C3[C@@H](CC(O)CC(N3CCN(C(=O)C(OCC)=O)CC3)=O)O[C@H](C3C=CC=C(OC)C=3OC)C=2C=1.